Dataset: Catalyst prediction with 721,799 reactions and 888 catalyst types from USPTO. Task: Predict which catalyst facilitates the given reaction. Reactant: Cl[C:2]1[CH:11]=[C:10]([Cl:12])[C:9]2[C:4](=[CH:5][CH:6]=[CH:7][CH:8]=2)[N:3]=1.[OH:13][C:14]1[CH:19]=[CH:18][CH:17]=[CH:16][C:15]=1B(O)O.C(=O)([O-])[O-].[Na+].[Na+].C1(C)C=CC=CC=1. Product: [Cl:12][C:10]1[C:9]2[C:4](=[CH:5][CH:6]=[CH:7][CH:8]=2)[N:3]=[C:2]([C:15]2[CH:16]=[CH:17][CH:18]=[CH:19][C:14]=2[OH:13])[CH:11]=1. The catalyst class is: 103.